From a dataset of Full USPTO retrosynthesis dataset with 1.9M reactions from patents (1976-2016). Predict the reactants needed to synthesize the given product. (1) Given the product [Cl:34][CH2:35][C:36]([NH:1][C:2]1[CH:27]=[CH:26][CH:25]=[C:24]2[C:3]=1[C:4](=[O:28])[C:5]1[C:6]2=[N:7][NH:8][C:9]=1[C:10]1[CH:11]=[CH:12][C:13]([O:16][CH3:17])=[CH:14][CH:15]=1)=[O:37], predict the reactants needed to synthesize it. The reactants are: [NH2:1][C:2]1[CH:27]=[CH:26][CH:25]=[C:24]2[C:3]=1[C:4](=[O:28])[C:5]1[C:6]2=[N:7][N:8](C2C=CC=CC=2)[C:9]=1[C:10]1[CH:15]=[CH:14][C:13]([O:16][CH3:17])=[CH:12][CH:11]=1.C([O-])(O)=O.[Na+].[Cl:34][CH2:35][C:36](Cl)=[O:37].O. (2) Given the product [ClH:18].[NH2:8][CH:9]([C:15](=[O:17])[CH3:16])[C:10]([O:12][CH2:13][CH3:14])=[O:11], predict the reactants needed to synthesize it. The reactants are: C(OC([NH:8][CH:9]([C:15](=[O:17])[CH3:16])[C:10]([O:12][CH2:13][CH3:14])=[O:11])=O)(C)(C)C.[ClH:18].CCOC(C)=O. (3) The reactants are: [Cl:1][C:2]1[C:3](I)=[N:4][CH:5]=[CH:6][CH:7]=1.C([Mg]Cl)(C)C.[Cl:14][C:15]1[N:20]=[CH:19][C:18]([N:21]([CH3:38])[C:22](=[O:37])[C:23]2[CH:28]=[C:27]([C:29]([F:32])([F:31])[F:30])[CH:26]=[C:25]([C:33]([F:36])([F:35])[F:34])[CH:24]=2)=[C:17](I)[CH:16]=1.C([O-])(O)=O.[Na+]. Given the product [Cl:1][C:2]1[C:3]([C:17]2[CH:16]=[C:15]([Cl:14])[N:20]=[CH:19][C:18]=2[N:21]([CH3:38])[C:22](=[O:37])[C:23]2[CH:28]=[C:27]([C:29]([F:32])([F:31])[F:30])[CH:26]=[C:25]([C:33]([F:35])([F:36])[F:34])[CH:24]=2)=[N:4][CH:5]=[CH:6][CH:7]=1, predict the reactants needed to synthesize it. (4) Given the product [F:45][C:42]([F:43])([F:44])[C:38]1[CH:37]=[C:36]([CH:41]=[CH:40][N:39]=1)[C:24]([CH:25]1[CH2:26][N:27]([C:29]([O:31][C:32]([CH3:35])([CH3:34])[CH3:33])=[O:30])[CH2:28]1)=[O:23], predict the reactants needed to synthesize it. The reactants are: CC(OI1(OC(C)=O)(OC(C)=O)OC(=O)C2C=CC=CC1=2)=O.[OH:23][CH:24]([C:36]1[CH:41]=[CH:40][N:39]=[C:38]([C:42]([F:45])([F:44])[F:43])[CH:37]=1)[CH:25]1[CH2:28][N:27]([C:29]([O:31][C:32]([CH3:35])([CH3:34])[CH3:33])=[O:30])[CH2:26]1.C([O-])(O)=O.[Na+].[O-]S([O-])(=S)=O.[Na+].[Na+].